This data is from Forward reaction prediction with 1.9M reactions from USPTO patents (1976-2016). The task is: Predict the product of the given reaction. (1) Given the reactants C([O:3][C:4](=[O:37])[C:5]([O:8][C:9]1[CH:14]=[CH:13][C:12]([O:15][CH2:16][CH2:17][CH:18]([O:20][C:21]2[CH:26]=[CH:25][C:24]([CH2:27][CH3:28])=[CH:23][C:22]=2[C:29]([CH:31]2[CH2:36][CH2:35][CH2:34][CH2:33][CH2:32]2)=[O:30])[CH3:19])=[CH:11][CH:10]=1)([CH3:7])[CH3:6])C, predict the reaction product. The product is: [CH:31]1([C:29]([C:22]2[CH:23]=[C:24]([CH2:27][CH3:28])[CH:25]=[CH:26][C:21]=2[O:20][CH:18]([CH3:19])[CH2:17][CH2:16][O:15][C:12]2[CH:11]=[CH:10][C:9]([O:8][C:5]([CH3:7])([CH3:6])[C:4]([OH:37])=[O:3])=[CH:14][CH:13]=2)=[O:30])[CH2:36][CH2:35][CH2:34][CH2:33][CH2:32]1. (2) Given the reactants [Br:1][C:2]1[CH:7]=[CH:6][C:5]([N:8]2[C:12]3[CH:13]=[C:14]([C:16]([O:18]CC)=[O:17])[NH:15][C:11]=3[N:10]=[CH:9]2)=[CH:4][CH:3]=1.[OH-].[Na+].Cl, predict the reaction product. The product is: [Br:1][C:2]1[CH:7]=[CH:6][C:5]([N:8]2[C:12]3[CH:13]=[C:14]([C:16]([OH:18])=[O:17])[NH:15][C:11]=3[N:10]=[CH:9]2)=[CH:4][CH:3]=1. (3) Given the reactants [Br:1][C:2]1[CH:7]=[C:6]([CH:8]=[O:9])[C:5]([F:10])=[CH:4][N:3]=1.[BH4-].[Na+], predict the reaction product. The product is: [Br:1][C:2]1[CH:7]=[C:6]([CH2:8][OH:9])[C:5]([F:10])=[CH:4][N:3]=1. (4) Given the reactants Cl[C:2]1[N:7]=[C:6]([NH:8][CH:9]2[CH2:12][CH2:11][CH2:10]2)[C:5]([N+:13]([O-:15])=[O:14])=[CH:4][CH:3]=1.[CH3:16][Si:17]([C:20]#[CH:21])([CH3:19])[CH3:18].C(N(CC)CC)C, predict the reaction product. The product is: [CH:9]1([NH:8][C:6]2[C:5]([N+:13]([O-:15])=[O:14])=[CH:4][CH:3]=[C:2]([C:21]#[C:20][Si:17]([CH3:19])([CH3:18])[CH3:16])[N:7]=2)[CH2:12][CH2:11][CH2:10]1. (5) The product is: [F:43][C:41]([F:42])([F:44])[C:36]1[CH:37]=[CH:38][CH:39]=[CH:40][C:35]=1[O:34][CH:31]1[CH2:30][CH2:29][N:28]([C:25]2[N:26]=[CH:27][C:22]([C:9]3[CH:10]=[CH:11][C:6]([CH2:5][C:4]([OH:3])=[O:13])=[CH:7][N:8]=3)=[CH:23][CH:24]=2)[CH2:33][CH2:32]1. Given the reactants C([O:3][C:4](=[O:13])[CH2:5][C:6]1[CH:7]=[N:8][C:9](Cl)=[CH:10][CH:11]=1)C.CC1(C)C(C)(C)OB([C:22]2[CH:23]=[CH:24][C:25]([N:28]3[CH2:33][CH2:32][CH:31]([O:34][C:35]4[CH:40]=[CH:39][CH:38]=[CH:37][C:36]=4[C:41]([F:44])([F:43])[F:42])[CH2:30][CH2:29]3)=[N:26][CH:27]=2)O1.C1C=CC(P(C2C=CC=CC=2)C2C=CC=CC=2)=CC=1.C([O-])([O-])=O.[Na+].[Na+].[Li+].[OH-].C(O)=O, predict the reaction product. (6) Given the reactants C[O:2][C:3]1[CH:8]=[CH:7][N:6]=[C:5]2[C:9](=[O:26])[N:10]([CH2:17][C:18]3[CH:23]=[CH:22][C:21]([O:24][CH3:25])=[CH:20][CH:19]=3)[C:11]3([CH2:16][CH2:15][CH2:14][CH2:13][CH2:12]3)[C:4]=12.B(Br)(Br)Br, predict the reaction product. The product is: [OH:2][C:3]1[CH:8]=[CH:7][N:6]=[C:5]2[C:9](=[O:26])[N:10]([CH2:17][C:18]3[CH:19]=[CH:20][C:21]([O:24][CH3:25])=[CH:22][CH:23]=3)[C:11]3([CH2:16][CH2:15][CH2:14][CH2:13][CH2:12]3)[C:4]=12.